The task is: Predict the reaction yield, written as a fraction of the theoretical maximum amount of product (1.0 means a 100% yield; for example, 0.34 means a 34% yield).. This data is from Reaction yield outcomes from USPTO patents with 853,638 reactions. (1) The reactants are [N:1]([CH3:4])=[C:2]=S.[Br:5][C:6]1[CH:11]=[C:10]([NH2:12])[C:9]([NH2:13])=[C:8]([CH3:14])[CH:7]=1.Cl.CN(C)CCCN=C=NCC. The catalyst is CN(C)C=O.CO. The product is [Br:5][C:6]1[CH:7]=[C:8]([CH3:14])[C:9]2[NH:13][C:2]([NH:1][CH3:4])=[N:12][C:10]=2[CH:11]=1. The yield is 0.720. (2) The reactants are [Br:1][C:2]1[CH:8]=[CH:7][CH:6]=[C:5]([C:9]([CH3:12])([CH3:11])[CH3:10])[C:3]=1[NH2:4].C(=O)(O)[O-].[Na+].[I:18]I.S([O-])([O-])(=O)=S.[Na+].[Na+]. The catalyst is O. The product is [Br:1][C:2]1[CH:8]=[C:7]([I:18])[CH:6]=[C:5]([C:9]([CH3:12])([CH3:11])[CH3:10])[C:3]=1[NH2:4]. The yield is 0.650. (3) The reactants are [Br:1][C:2]1[CH:7]=[CH:6][C:5]([S:8]([N:11]2[CH2:15][CH2:14][CH2:13][CH:12]2[CH2:16][OH:17])(=[O:10])=[O:9])=[CH:4][CH:3]=1.N1C=CN=C1.[C:23]([Si:27](Cl)([CH3:29])[CH3:28])([CH3:26])([CH3:25])[CH3:24]. The catalyst is C(Cl)Cl. The product is [Br:1][C:2]1[CH:3]=[CH:4][C:5]([S:8]([N:11]2[CH2:15][CH2:14][CH2:13][CH:12]2[CH2:16][O:17][Si:27]([C:23]([CH3:26])([CH3:25])[CH3:24])([CH3:29])[CH3:28])(=[O:10])=[O:9])=[CH:6][CH:7]=1. The yield is 0.990. (4) The reactants are [O:1]=[C:2]1[N:5]([C:6]([O:8][C:9]([CH3:12])([CH3:11])[CH3:10])=[O:7])[C@H:4]2[C:13]3[C:18]([CH2:19][C@@H:3]12)=[CH:17][CH:16]=[CH:15][CH:14]=3.[CH3:20][NH:21][CH3:22].C1COCC1. No catalyst specified. The product is [CH3:20][N:21]([CH3:22])[C:2]([C@@H:3]1[CH2:19][C:18]2[C:13](=[CH:14][CH:15]=[CH:16][CH:17]=2)[C@@H:4]1[NH:5][C:6](=[O:7])[O:8][C:9]([CH3:12])([CH3:11])[CH3:10])=[O:1]. The yield is 0.910. (5) The reactants are [H-].[Na+].[CH3:3][S:4][C:5]1[N:6]=[CH:7][C:8]2[CH:14]=[CH:13][C:12](=[O:15])[NH:11][C:9]=2[N:10]=1.[Br-].[Li+].Cl[CH2:19][C:20]1[CH:25]=[CH:24][CH:23]=[CH:22][C:21]=1[S:26]([CH2:29][CH3:30])(=[O:28])=[O:27]. The catalyst is CN(C)C=O. The product is [CH2:29]([S:26]([C:21]1[CH:22]=[CH:23][CH:24]=[CH:25][C:20]=1[CH2:19][N:11]1[C:9]2[N:10]=[C:5]([S:4][CH3:3])[N:6]=[CH:7][C:8]=2[CH:14]=[CH:13][C:12]1=[O:15])(=[O:28])=[O:27])[CH3:30]. The yield is 0.190. (6) The reactants are O=P(Cl)(Cl)[Cl:3].[CH2:6]([O:13][C:14]1[C:23]2[C:18](=[C:19]([CH3:26])[C:20]([O:24][CH3:25])=[CH:21][CH:22]=2)[N+:17]([O-])=[CH:16][CH:15]=1)[C:7]1[CH:12]=[CH:11][CH:10]=[CH:9][CH:8]=1. No catalyst specified. The product is [CH2:6]([O:13][C:14]1[C:23]2[C:18](=[C:19]([CH3:26])[C:20]([O:24][CH3:25])=[CH:21][CH:22]=2)[N:17]=[C:16]([Cl:3])[CH:15]=1)[C:7]1[CH:12]=[CH:11][CH:10]=[CH:9][CH:8]=1. The yield is 0.904. (7) The reactants are [F:1][C:2]1[CH:3]=[C:4]([CH:6]=[C:7]([F:9])[CH:8]=1)[NH2:5].[Br:10][CH2:11][C:12](Br)=[O:13]. The catalyst is O1CCOCC1.O. The product is [Br:10][CH2:11][C:12]([NH:5][C:4]1[CH:3]=[C:2]([F:1])[CH:8]=[C:7]([F:9])[CH:6]=1)=[O:13]. The yield is 0.330.